From a dataset of Full USPTO retrosynthesis dataset with 1.9M reactions from patents (1976-2016). Predict the reactants needed to synthesize the given product. (1) Given the product [NH2:30][C:22]1[C:23]([CH3:28])([CH3:29])[S:24](=[O:26])(=[O:27])[CH2:25][C@:20]([C:18]2[CH:19]=[C:14]([NH:13][C:9]([C:6]3[CH:5]=[N:4][C:3]([CH:2]([F:1])[F:12])=[CH:8][N:7]=3)=[O:11])[CH:15]=[CH:16][C:17]=2[F:32])([CH3:31])[N:21]=1, predict the reactants needed to synthesize it. The reactants are: [F:1][CH:2]([F:12])[C:3]1[N:4]=[CH:5][C:6]([C:9]([OH:11])=O)=[N:7][CH:8]=1.[NH2:13][C:14]1[CH:15]=[CH:16][C:17]([F:32])=[C:18]([C@:20]2([CH3:31])[CH2:25][S:24](=[O:27])(=[O:26])[C:23]([CH3:29])([CH3:28])[C:22]([NH2:30])=[N:21]2)[CH:19]=1. (2) Given the product [F:13][C:14]([F:18])([F:17])[CH2:15][O:16][C:2]1[CH:7]=[CH:6][N:5]=[CH:4][C:3]=1[C:8]1([OH:12])[CH2:11][CH2:10][CH2:9]1, predict the reactants needed to synthesize it. The reactants are: Cl[C:2]1[CH:7]=[CH:6][N:5]=[CH:4][C:3]=1[C:8]1([OH:12])[CH2:11][CH2:10][CH2:9]1.[F:13][C:14]([F:18])([F:17])[CH2:15][OH:16].CC(C)([O-])C.[K+]. (3) Given the product [Cl:18][C:15]1[CH:16]=[CH:17][C:12]([C:10]2[C:9]3[C:4](=[CH:5][CH:6]=[CH:7][CH:8]=3)[C:3](=[O:19])[N:2]([NH:1][C:31](=[O:32])[CH2:30][C:21]3[CH:22]=[CH:23][C:24]4[C:29](=[CH:28][CH:27]=[CH:26][CH:25]=4)[CH:20]=3)[N:11]=2)=[CH:13][CH:14]=1, predict the reactants needed to synthesize it. The reactants are: [NH2:1][N:2]1[N:11]=[C:10]([C:12]2[CH:17]=[CH:16][C:15]([Cl:18])=[CH:14][CH:13]=2)[C:9]2[C:4](=[CH:5][CH:6]=[CH:7][CH:8]=2)[C:3]1=[O:19].[CH:20]1[C:29]2[C:24](=[CH:25][CH:26]=[CH:27][CH:28]=2)[CH:23]=[CH:22][C:21]=1[CH2:30][C:31](O)=[O:32].